From a dataset of Forward reaction prediction with 1.9M reactions from USPTO patents (1976-2016). Predict the product of the given reaction. The product is: [N:21]1([C:20]2[CH:19]=[CH:31][C:23]([CH2:37][CH:13]3[C:14](=[O:16])[O:15][C:10]([CH3:18])([CH3:9])[O:11][C:12]3=[O:17])=[CH:24][CH:25]=2)[CH:22]=[CH:36][CH:2]=[N:1]1. Given the reactants [NH:1]1CCC[C@H:2]1C(O)=O.[CH3:9][C:10]1([CH3:18])[O:15][C:14](=[O:16])[CH2:13][C:12](=[O:17])[O:11]1.[CH3:19][C:20]1[NH:21][C:22]([CH3:36])=[C:23]([C:31](OCC)=O)[CH2:24][C:25]=1C(OCC)=O.[CH:37](O)(C)C, predict the reaction product.